From a dataset of Catalyst prediction with 721,799 reactions and 888 catalyst types from USPTO. Predict which catalyst facilitates the given reaction. (1) Reactant: [CH2:1]([O:5][C:6]1[C:15]2[C:10](=[CH:11][CH:12]=[C:13](/[CH:16]=[CH:17]/[C:18]([O:20]CC)=[O:19])[CH:14]=2)[C:9](=[O:23])[N:8]([CH2:24][CH:25]([CH3:27])[CH3:26])[C:7]=1[CH2:28][NH:29][C:30]([O:32][C:33]([CH3:36])([CH3:35])[CH3:34])=[O:31])[CH2:2][CH2:3][CH3:4].[OH-].[Na+].O.Cl. Product: [CH2:1]([O:5][C:6]1[C:15]2[C:10](=[CH:11][CH:12]=[C:13](/[CH:16]=[CH:17]/[C:18]([OH:20])=[O:19])[CH:14]=2)[C:9](=[O:23])[N:8]([CH2:24][CH:25]([CH3:26])[CH3:27])[C:7]=1[CH2:28][NH:29][C:30]([O:32][C:33]([CH3:36])([CH3:35])[CH3:34])=[O:31])[CH2:2][CH2:3][CH3:4]. The catalyst class is: 214. (2) Reactant: [CH2:1]([N:3]1[C:11]2[C:6](=[CH:7][C:8]([CH2:12][OH:13])=[CH:9][CH:10]=2)[CH:5]=[N:4]1)[CH3:2].CC(OI1(OC(C)=O)(OC(C)=O)OC(=O)C2C1=CC=CC=2)=O. Product: [CH2:1]([N:3]1[C:11]2[C:6](=[CH:7][C:8]([CH:12]=[O:13])=[CH:9][CH:10]=2)[CH:5]=[N:4]1)[CH3:2]. The catalyst class is: 4. (3) Reactant: [F:1][C:2]1([F:19])[CH2:7][N:6]([C:8]([O:10][C:11]([CH3:14])([CH3:13])[CH3:12])=[O:9])[CH2:5][CH:4]([C:15]([O:17]C)=[O:16])[CH2:3]1.[OH-].[Na+]. Product: [C:11]([O:10][C:8]([N:6]1[CH2:7][C:2]([F:1])([F:19])[CH2:3][CH:4]([C:15]([OH:17])=[O:16])[CH2:5]1)=[O:9])([CH3:14])([CH3:12])[CH3:13]. The catalyst class is: 5. (4) Reactant: O=P(Cl)(Cl)Cl.CN([CH:9]=[O:10])C.[CH2:11]([O:13][C:14]([C:16]1[N:17]([CH:34]([CH3:36])[CH3:35])[CH:18]=[C:19]([C:27]2[CH:32]=[CH:31][C:30]([F:33])=[CH:29][CH:28]=2)[C:20]=1[C:21]1[CH:26]=[CH:25][CH:24]=[CH:23][CH:22]=1)=[O:15])[CH3:12]. Product: [CH2:11]([O:13][C:14]([C:16]1[N:17]([CH:34]([CH3:35])[CH3:36])[C:18]([CH:9]=[O:10])=[C:19]([C:27]2[CH:28]=[CH:29][C:30]([F:33])=[CH:31][CH:32]=2)[C:20]=1[C:21]1[CH:26]=[CH:25][CH:24]=[CH:23][CH:22]=1)=[O:15])[CH3:12]. The catalyst class is: 68. (5) Reactant: C[O:2][C:3](=O)[C:4]1[CH:9]=[C:8]([C:10]#[N:11])[CH:7]=[CH:6][C:5]=1[CH2:12][N:13]([CH2:22][C:23]1[C:28]([CH3:29])=[CH:27][CH:26]=[CH:25][N:24]=1)[CH:14]([C:16]1[CH:21]=[CH:20][CH:19]=[CH:18][N:17]=1)[CH3:15].[H-].[H-].[H-].[H-].[Li+].[Al+3].C(C(C(C([O-])=O)O)O)([O-])=O. The catalyst class is: 1. Product: [NH2:11][CH2:10][C:8]1[CH:7]=[CH:6][C:5]([CH2:12][N:13]([CH2:22][C:23]2[C:28]([CH3:29])=[CH:27][CH:26]=[CH:25][N:24]=2)[CH:14]([C:16]2[CH:21]=[CH:20][CH:19]=[CH:18][N:17]=2)[CH3:15])=[C:4]([CH2:3][OH:2])[CH:9]=1. (6) Reactant: [CH2:1]([C:4]1[O:8][C:7]([CH2:9][C:10]2[CH:15]=[C:14]([NH:16]C(=O)C(F)(F)F)[CH:13]=[CH:12][C:11]=2[S:23](Cl)(=[O:25])=[O:24])=[N:6][N:5]=1)[CH2:2][CH3:3].[NH2:27][C:28]1[CH:29]=[CH:30][C:31]2[CH2:35][O:34][B:33]([OH:36])[C:32]=2[CH:37]=1.N1C=CC=CC=1. Product: [NH2:16][C:14]1[CH:13]=[CH:12][C:11]([S:23]([NH:27][C:28]2[CH:29]=[CH:30][C:31]3[CH2:35][O:34][B:33]([OH:36])[C:32]=3[CH:37]=2)(=[O:24])=[O:25])=[C:10]([CH2:9][C:7]2[O:8][C:4]([CH2:1][CH2:2][CH3:3])=[N:5][N:6]=2)[CH:15]=1. The catalyst class is: 10. (7) Reactant: [CH3:1][O:2][C:3]1[CH:4]=[C:5]([NH2:14])[CH:6]=[N:7][C:8]=1[N:9]1[CH2:13][CH2:12][CH2:11][CH2:10]1.N1C=CC=CC=1.Cl[C:22]([O:24][C:25]1[CH:30]=[CH:29][CH:28]=[CH:27][CH:26]=1)=[O:23]. Product: [CH3:1][O:2][C:3]1[CH:4]=[C:5]([NH:14][C:22](=[O:23])[O:24][C:25]2[CH:30]=[CH:29][CH:28]=[CH:27][CH:26]=2)[CH:6]=[N:7][C:8]=1[N:9]1[CH2:10][CH2:11][CH2:12][CH2:13]1. The catalyst class is: 47. (8) Reactant: [N:1]1([C:7](Cl)=[O:8])[CH2:6][CH2:5][CH2:4][CH2:3][CH2:2]1.FC(F)(F)C(O)=O.[Cl:17][C:18]1[CH:19]=[C:20]([S:24]([N:27]2[CH2:43][CH2:42][C:30]3([N:34]=[C:33]([CH:35]4[CH2:40][CH2:39][CH2:38][NH:37][CH2:36]4)[NH:32][C:31]3=[O:41])[CH2:29][CH2:28]2)(=[O:26])=[O:25])[CH:21]=[CH:22][CH:23]=1. Product: [Cl:17][C:18]1[CH:19]=[C:20]([S:24]([N:27]2[CH2:43][CH2:42][C:30]3([N:34]=[C:33]([CH:35]4[CH2:40][CH2:39][CH2:38][N:37]([C:7]([N:1]5[CH2:6][CH2:5][CH2:4][CH2:3][CH2:2]5)=[O:8])[CH2:36]4)[NH:32][C:31]3=[O:41])[CH2:29][CH2:28]2)(=[O:26])=[O:25])[CH:21]=[CH:22][CH:23]=1. The catalyst class is: 4.